This data is from Full USPTO retrosynthesis dataset with 1.9M reactions from patents (1976-2016). The task is: Predict the reactants needed to synthesize the given product. (1) Given the product [Cl:17][C:9]1[CH:8]=[C:7]([C:5]2[S:6][C:2]([C:23]3[CH:24]=[C:19]([F:18])[CH:20]=[C:21](/[CH:36]=[CH:37]/[O:38][CH3:39])[C:22]=3[O:34][CH3:35])=[CH:3][N:4]=2)[CH:12]=[CH:11][C:10]=1[O:13][CH:14]([CH3:16])[CH3:15], predict the reactants needed to synthesize it. The reactants are: Br[C:2]1[S:6][C:5]([C:7]2[CH:12]=[CH:11][C:10]([O:13][CH:14]([CH3:16])[CH3:15])=[C:9]([Cl:17])[CH:8]=2)=[N:4][CH:3]=1.[F:18][C:19]1[CH:20]=[C:21](/[CH:36]=[CH:37]/[O:38][CH3:39])[C:22]([O:34][CH3:35])=[C:23](B2OC(C)(C)C(C)(C)O2)[CH:24]=1.P([O-])([O-])([O-])=O.[K+].[K+].[K+]. (2) Given the product [F:11][C:12]1[CH:17]=[C:16]([F:18])[CH:15]=[CH:14][C:13]=1[C:2]1[CH:3]=[CH:4][C:5]2[S:9][N:8]=[CH:7][C:6]=2[CH:10]=1, predict the reactants needed to synthesize it. The reactants are: Br[C:2]1[CH:3]=[CH:4][C:5]2[S:9][N:8]=[CH:7][C:6]=2[CH:10]=1.[F:11][C:12]1[CH:17]=[C:16]([F:18])[CH:15]=[CH:14][C:13]=1B(O)O.F[B-](F)(F)F.C([PH+](C(C)(C)C)C(C)(C)C)(C)(C)C.C(N(CC)CC)C. (3) Given the product [CH2:1]([O:3][C:4](=[O:25])[C:5]([CH3:24])([O:17][C:18]1[CH:23]=[CH:22][CH:21]=[CH:20][CH:19]=1)[CH2:6][C:7]1[CH:12]=[CH:11][C:10]([OH:13])=[C:9]([CH2:14][CH2:15][CH3:16])[CH:8]=1)[CH3:2], predict the reactants needed to synthesize it. The reactants are: [CH2:1]([O:3][C:4](=[O:25])[C:5]([CH3:24])([O:17][C:18]1[CH:23]=[CH:22][CH:21]=[CH:20][CH:19]=1)[CH2:6][C:7]1[CH:12]=[CH:11][C:10]([OH:13])=[C:9]([CH2:14][CH:15]=[CH2:16])[CH:8]=1)[CH3:2].